The task is: Predict the reaction yield, written as a fraction of the theoretical maximum amount of product (1.0 means a 100% yield; for example, 0.34 means a 34% yield).. This data is from Reaction yield outcomes from USPTO patents with 853,638 reactions. (1) The reactants are [Cl:1][CH2:2][CH2:3][N:4]([CH2:29][CH2:30][OH:31])[C:5]1[C:22]([N+:23]([O-:25])=[O:24])=[CH:21][C:20]([N+:26]([O-:28])=[O:27])=[CH:19][C:6]=1[C:7]([NH:9][CH2:10][CH2:11][O:12][CH:13]1[CH2:18][CH2:17][CH2:16][CH2:15][O:14]1)=[O:8].CCN(CC)CC.[CH3:39][S:40](Cl)(=[O:42])=[O:41].C([O-])(O)=O.[Na+]. The catalyst is C(Cl)Cl. The product is [CH3:39][S:40]([O:31][CH2:30][CH2:29][N:4]([CH2:3][CH2:2][Cl:1])[C:5]1[C:6]([C:7]([NH:9][CH2:10][CH2:11][O:12][CH:13]2[CH2:18][CH2:17][CH2:16][CH2:15][O:14]2)=[O:8])=[CH:19][C:20]([N+:26]([O-:28])=[O:27])=[CH:21][C:22]=1[N+:23]([O-:25])=[O:24])(=[O:42])=[O:41]. The yield is 0.980. (2) The reactants are [Br:1][C:2]1[CH:3]=[C:4]([NH:8][C:9]2[C:18]3[C:13](=[CH:14][CH:15]=[C:16]([NH2:19])[CH:17]=3)[N:12]=[CH:11][N:10]=2)[CH:5]=[CH:6][CH:7]=1.Cl[CH2:21][CH2:22][CH2:23][C:24](Cl)=[O:25].[CH3:27][NH:28][CH3:29].CO. The catalyst is O1CCOCC1. The product is [Br:1][C:2]1[CH:3]=[C:4]([CH:5]=[CH:6][CH:7]=1)[NH:8][C:9]1[C:18]2[C:13](=[CH:14][CH:15]=[C:16]([NH:19][C:24](=[O:25])[CH2:23][CH2:22][CH2:21][N:28]([CH3:29])[CH3:27])[CH:17]=2)[N:12]=[CH:11][N:10]=1. The yield is 0.360. (3) The reactants are FC1C=C(F)C=CC=1C1C=C(COS(C)(=O)=O)C(=O)N(CC(C)C)N=1.[CH:26]1([CH2:29][N:30]2[C:35](=[O:36])[C:34]([C:37]([O:39]C)=[O:38])=[CH:33][C:32]([C:41]3[CH:46]=[CH:45][C:44]([S:47][CH3:48])=[CH:43][CH:42]=3)=[N:31]2)[CH2:28][CH2:27]1. No catalyst specified. The product is [C:37]([C:34]1[C:35](=[O:36])[N:30]([CH2:29][CH:26]2[CH2:28][CH2:27]2)[N:31]=[C:32]([C:41]2[CH:46]=[CH:45][C:44]([S:47][CH3:48])=[CH:43][CH:42]=2)[CH:33]=1)([OH:39])=[O:38]. The yield is 0.982. (4) The reactants are [C:1]([O:5][C:6]([N:8]1[CH2:13][CH2:12][C:11]([C:17]([C:19]2[N:20](S(C3C=CC=CC=3)(=O)=O)[C:21]3[C:26]([CH:27]=2)=[CH:25][C:24]([F:28])=[CH:23][CH:22]=3)=[O:18])([CH2:14][CH2:15][CH3:16])[CH2:10][CH2:9]1)=[O:7])([CH3:4])([CH3:3])[CH3:2].[OH-].[Na+]. The catalyst is CO. The product is [C:1]([O:5][C:6]([N:8]1[CH2:9][CH2:10][C:11]([C:17]([C:19]2[NH:20][C:21]3[C:26]([CH:27]=2)=[CH:25][C:24]([F:28])=[CH:23][CH:22]=3)=[O:18])([CH2:14][CH2:15][CH3:16])[CH2:12][CH2:13]1)=[O:7])([CH3:2])([CH3:3])[CH3:4]. The yield is 0.760. (5) The reactants are [CH3:1][O:2][C:3](=[O:15])[C:4]1[C:5](=[C:10]([OH:14])[CH:11]=[CH:12][CH:13]=1)[C:6]([O:8][CH3:9])=[O:7].[F:16][C:17]1[C:25]2[CH:24]=[C:23]([CH2:26]O)[S:22][C:21]=2[CH:20]=[CH:19][CH:18]=1.C1(P(C2C=CC=CC=2)C2C=CC=CC=2)C=CC=CC=1.N(C(OC(C)C)=O)=NC(OC(C)C)=O. The catalyst is C1COCC1. The product is [CH3:1][O:2][C:3](=[O:15])[C:4]1[C:5](=[C:10]([O:14][CH2:26][C:23]2[S:22][C:21]3[CH:20]=[CH:19][CH:18]=[C:17]([F:16])[C:25]=3[CH:24]=2)[CH:11]=[CH:12][CH:13]=1)[C:6]([O:8][CH3:9])=[O:7]. The yield is 0.760.